Dataset: Reaction yield outcomes from USPTO patents with 853,638 reactions. Task: Predict the reaction yield, written as a fraction of the theoretical maximum amount of product (1.0 means a 100% yield; for example, 0.34 means a 34% yield). (1) The reactants are [C:1]([C:9]1[CH:17]=[CH:16][C:12]([C:13](O)=[O:14])=[CH:11][CH:10]=1)(=[O:8])[C:2]1[CH:7]=[CH:6][CH:5]=[CH:4][CH:3]=1.S(Cl)([Cl:20])=O.C1(C)C=CC=CC=1. The catalyst is CN(C)C=O. The product is [C:1]([C:9]1[CH:17]=[CH:16][C:12]([C:13]([Cl:20])=[O:14])=[CH:11][CH:10]=1)(=[O:8])[C:2]1[CH:7]=[CH:6][CH:5]=[CH:4][CH:3]=1. The yield is 0.910. (2) The reactants are [C:1]([O:5][C:6](=[O:31])[CH2:7][O:8][C:9]1[C:14]2[CH2:15][CH2:16][CH2:17][CH2:18][CH:19]([NH:20][S:21]([C:24]3[CH:29]=[CH:28][C:27](I)=[CH:26][CH:25]=3)(=[O:23])=[O:22])[C:13]=2[CH:12]=[CH:11][CH:10]=1)([CH3:4])([CH3:3])[CH3:2].[CH:32]([C:35]1[CH:36]=[C:37](B(O)O)[CH:38]=[CH:39][CH:40]=1)([CH3:34])[CH3:33].C([O-])([O-])=O.[K+].[K+]. The catalyst is O1CCOCC1.C1C=CC([P]([Pd]([P](C2C=CC=CC=2)(C2C=CC=CC=2)C2C=CC=CC=2)([P](C2C=CC=CC=2)(C2C=CC=CC=2)C2C=CC=CC=2)[P](C2C=CC=CC=2)(C2C=CC=CC=2)C2C=CC=CC=2)(C2C=CC=CC=2)C2C=CC=CC=2)=CC=1. The product is [C:1]([O:5][C:6](=[O:31])[CH2:7][O:8][C:9]1[C:14]2[CH2:15][CH2:16][CH2:17][CH2:18][CH:19]([NH:20][S:21]([C:24]3[CH:29]=[CH:28][C:27]([C:39]4[CH:38]=[CH:37][CH:36]=[C:35]([CH:32]([CH3:34])[CH3:33])[CH:40]=4)=[CH:26][CH:25]=3)(=[O:23])=[O:22])[C:13]=2[CH:12]=[CH:11][CH:10]=1)([CH3:4])([CH3:3])[CH3:2]. The yield is 0.970. (3) The reactants are [CH3:1][C@H:2]1[C@:19]([OH:24])([C:20]([CH2:22][OH:23])=[O:21])[C@:18]2([CH3:25])[C@H:4]([C@H:5]3[C@:15]([F:27])([C@@H:16]([OH:26])[CH2:17]2)[C@:14]2([CH3:28])[C:8](=[CH:9][C:10]([CH:12]=[CH:13]2)=[O:11])[CH2:7][CH2:6]3)[CH2:3]1.[CH3:29][S:30](Cl)(=[O:32])=[O:31].Cl. The catalyst is N1C=CC=CC=1. The product is [CH3:1][C@H:2]1[C@:19]([OH:24])([C:20]([CH2:22][OH:23])=[O:21])[C@:18]2([CH3:25])[C@H:4]([C@H:5]3[C@:15]([F:27])([C@@H:16]([OH:26])[CH2:17]2)[C@:14]2([CH3:28])[C:8](=[CH:9][C:10]([CH:12]=[CH:13]2)=[O:11])[CH2:7][CH2:6]3)[CH2:3]1.[S:30]([O-:32])(=[O:11])(=[O:31])[CH3:29]. The yield is 0.826. (4) The reactants are [NH:1]1[CH:7]([CH2:8][C:9]([OH:11])=O)[C:5](=[O:6])[NH:4][C:2]1=[O:3].[CH:12]([C:15]1[N:19]([CH2:20][C:21]2[CH:27]=[CH:26][C:24]([NH2:25])=[CH:23][CH:22]=2)[C:18]2[CH:28]=[CH:29][CH:30]=[CH:31][C:17]=2[N:16]=1)([CH3:14])[CH3:13]. The catalyst is CS(C)=O. The product is [O:3]=[C:2]1[NH:1][CH:7]([CH2:8][C:9]([NH:25][C:24]2[CH:23]=[CH:22][C:21]([CH2:20][N:19]3[C:18]4[CH:28]=[CH:29][CH:30]=[CH:31][C:17]=4[N:16]=[C:15]3[CH:12]([CH3:14])[CH3:13])=[CH:27][CH:26]=2)=[O:11])[C:5](=[O:6])[NH:4]1. The yield is 0.890. (5) The reactants are ClC1N=NC(N(C)[C:9](=[O:24])[C:10]2[CH:15]=[C:14]([C:16]([F:19])([F:18])[F:17])[CH:13]=[C:12]([S:20]([CH3:23])(=[O:22])=[O:21])[CH:11]=2)=C(C2C=CC(F)=CC=2OC)C=1.S(Cl)([Cl:37])=O. The catalyst is CN(C)C=O. The product is [CH3:23][S:20]([C:12]1[CH:11]=[C:10]([CH:15]=[C:14]([C:16]([F:19])([F:18])[F:17])[CH:13]=1)[C:9]([Cl:37])=[O:24])(=[O:22])=[O:21]. The yield is 0.990. (6) The reactants are C(OC(=O)[O:5][C:6]1[C:15]2[N:14]=[CH:13][CH:12]=[N:11][C:10]=2[C:9]([O:16][CH:17]([C:24]2[CH:29]=[CH:28][CH:27]=[CH:26][CH:25]=2)[C:18]2[CH:23]=[CH:22][CH:21]=[CH:20][CH:19]=2)=[C:8]2[C:30](=[O:42])[N:31]([CH2:34][C:35]3[CH:40]=[CH:39][C:38]([F:41])=[CH:37][CH:36]=3)[C:32](=[O:33])[C:7]=12)C.C([O-])([O-])=O.[K+].[K+]. The catalyst is C1COCC1.CN(C1C=CN=CC=1)C.O. The product is [CH:17]([O:16][C:9]1[C:10]2[N:11]=[CH:12][CH:13]=[N:14][C:15]=2[C:6]([OH:5])=[C:7]2[C:32](=[O:33])[N:31]([CH2:34][C:35]3[CH:36]=[CH:37][C:38]([F:41])=[CH:39][CH:40]=3)[C:30](=[O:42])[C:8]=12)([C:18]1[CH:19]=[CH:20][CH:21]=[CH:22][CH:23]=1)[C:24]1[CH:29]=[CH:28][CH:27]=[CH:26][CH:25]=1. The yield is 0.940.